This data is from Reaction yield outcomes from USPTO patents with 853,638 reactions. The task is: Predict the reaction yield, written as a fraction of the theoretical maximum amount of product (1.0 means a 100% yield; for example, 0.34 means a 34% yield). (1) The reactants are [F:1][C:2]1[CH:7]=[C:6]([C:8]2[C:9]3[C:10]4[CH:23]=[CH:22][S:21][C:11]=4[C:12](=[O:20])[NH:13][C:14]=3[CH:15]=[CH:16][C:17]=2[O:18]C)[CH:5]=[CH:4][C:3]=1[S:24]([NH:27][CH2:28][CH2:29]O)(=[O:26])=[O:25].[Br:31]B(Br)Br. The product is [Br:31][CH2:29][CH2:28][NH:27][S:24]([C:3]1[CH:4]=[CH:5][C:6]([C:8]2[C:9]3[C:10]4[CH:23]=[CH:22][S:21][C:11]=4[C:12](=[O:20])[NH:13][C:14]=3[CH:15]=[CH:16][C:17]=2[OH:18])=[CH:7][C:2]=1[F:1])(=[O:26])=[O:25]. The yield is 0.810. No catalyst specified. (2) The reactants are [CH3:1][N:2]([CH3:18])[CH2:3][CH2:4][N:5]1[CH2:10][CH2:9][S:8][C:7]2[CH:11]=[C:12]([N+:15]([O-])=O)[CH:13]=[CH:14][C:6]1=2.O.NN. The catalyst is CO.[Ni]. The product is [CH3:1][N:2]([CH3:18])[CH2:3][CH2:4][N:5]1[CH2:10][CH2:9][S:8][C:7]2[CH:11]=[C:12]([NH2:15])[CH:13]=[CH:14][C:6]1=2. The yield is 0.990. (3) The reactants are [C:1]([N:4]1[CH2:9][CH2:8][N:7]([C:10]2[CH:11]=[N:12][C:13]([CH2:16][CH2:17][C:18]3[CH:23]=[CH:22][C:21]([CH2:24][N:25]=[N+]=[N-])=[CH:20][CH:19]=3)=[CH:14][CH:15]=2)[CH2:6][CH2:5]1)(=[O:3])[CH3:2].CO. The catalyst is C(OCC)(=O)C.[C].[Pd]. The product is [C:1]([N:4]1[CH2:5][CH2:6][N:7]([C:10]2[CH:15]=[CH:14][C:13]([CH2:16][CH2:17][C:18]3[CH:19]=[CH:20][C:21]([CH2:24][NH2:25])=[CH:22][CH:23]=3)=[N:12][CH:11]=2)[CH2:8][CH2:9]1)(=[O:3])[CH3:2]. The yield is 0.682.